From a dataset of Catalyst prediction with 721,799 reactions and 888 catalyst types from USPTO. Predict which catalyst facilitates the given reaction. (1) Reactant: [CH:1]1[C:9]2[C:8]3[CH:10]=[CH:11][CH:12]=[CH:13][C:7]=3[O:6][C:5]=2[C:4](B(O)O)=[CH:3][CH:2]=1.Br[C:18]1[CH:23]=[CH:22][C:21]([Si:24]([C:37]2[CH:42]=[CH:41][C:40]([Br:43])=[CH:39][CH:38]=2)([C:31]2[CH:36]=[CH:35][CH:34]=[CH:33][CH:32]=2)[C:25]2[CH:30]=[CH:29][CH:28]=[CH:27][CH:26]=2)=[CH:20][CH:19]=1.C([O-])([O-])=O.[K+].[K+]. Product: [Br:43][C:40]1[CH:39]=[CH:38][C:37]([Si:24]([C:31]2[CH:32]=[CH:33][C:34]([C:13]3[CH:12]=[CH:11][CH2:10][C:8]45[CH:9]=[CH:1][CH:2]=[CH:3][C:4]4=[CH:5][O:6][C:7]=35)=[CH:35][CH:36]=2)([C:21]2[CH:22]=[CH:23][CH:18]=[CH:19][CH:20]=2)[C:25]2[CH:30]=[CH:29][CH:28]=[CH:27][CH:26]=2)=[CH:42][CH:41]=1. The catalyst class is: 398. (2) Reactant: C(O[C:4](=[O:21])[CH:5]([N:7]1[CH:11]=[C:10](B2OC(C)(C)C(C)(C)O2)[CH:9]=[N:8]1)[CH3:6])C.Cl[C:23]1[C:35]2[C:34]3[C:29](=[CH:30][CH:31]=[CH:32][CH:33]=3)[C:28]([C:37]([F:40])([F:39])[F:38])([OH:36])[C:27]=2[CH:26]=[C:25]([F:41])[CH:24]=1.[C:42](=O)([O-])[OH:43].[Na+].C1(P(C2CCCCC2)C2C=CC=CC=2C2C(OC)=CC=CC=2OC)CCCCC1. The catalyst class is: 498. Product: [F:41][C:25]1[CH:24]=[C:23]([C:10]2[CH:9]=[N:8][N:7]([C:5]([CH3:6])([CH2:4][OH:21])[CH2:42][OH:43])[CH:11]=2)[C:35]2[C:34]3[C:29](=[CH:30][CH:31]=[CH:32][CH:33]=3)[C:28]([OH:36])([C:37]([F:39])([F:40])[F:38])[C:27]=2[CH:26]=1. (3) Reactant: N#N.[NH:3]1[C:7]2[CH:8]=[CH:9][CH:10]=[CH:11][C:6]=2[N:5]=[C:4]1[C@H:12]([NH:22][C:23]([NH:25][CH:26]1[CH2:30][CH2:29][NH:28][CH2:27]1)=[O:24])[CH2:13][C:14]1[CH:19]=[CH:18][C:17]([O:20][CH3:21])=[CH:16][CH:15]=1.CCN(C(C)C)C(C)C.Cl[C:41]([O:43][CH3:44])=[O:42]. Product: [NH:3]1[C:7]2[CH:8]=[CH:9][CH:10]=[CH:11][C:6]=2[N:5]=[C:4]1[C@H:12]([NH:22][C:23](=[O:24])[NH:25][CH:26]1[CH2:30][CH2:29][N:28]([C:41]([O:43][CH3:44])=[O:42])[CH2:27]1)[CH2:13][C:14]1[CH:15]=[CH:16][C:17]([O:20][CH3:21])=[CH:18][CH:19]=1. The catalyst class is: 2. (4) Reactant: C(OC(=O)[NH:7][CH:8]1[C:14](=[O:15])[N:13]([CH2:16][C:17]2[CH:22]=[C:21]([F:23])[CH:20]=[C:19]([F:24])[CH:18]=2)[C:12]2[CH:25]=[CH:26][CH:27]=[CH:28][C:11]=2[S:10][CH2:9]1)(C)(C)C.[ClH:30]. Product: [ClH:30].[NH2:7][CH:8]1[C:14](=[O:15])[N:13]([CH2:16][C:17]2[CH:18]=[C:19]([F:24])[CH:20]=[C:21]([F:23])[CH:22]=2)[C:12]2[CH:25]=[CH:26][CH:27]=[CH:28][C:11]=2[S:10][CH2:9]1. The catalyst class is: 12. (5) Reactant: C([Li])CCC.C(NC(C)C)(C)C.[Cl:13][C:14]1[CH:19]=[C:18]([C:20]([F:23])([F:22])[F:21])[CH:17]=[C:16]([Cl:24])[N:15]=1.[CH3:25][O:26][C:27]1[C:34]([O:35][CH3:36])=[C:33]([O:37][CH3:38])[CH:32]=[C:31]([CH3:39])[C:28]=1[CH:29]=[O:30]. Product: [CH3:25][O:26][C:27]1[C:34]([O:35][CH3:36])=[C:33]([O:37][CH3:38])[CH:32]=[C:31]([CH3:39])[C:28]=1[CH:29]([C:19]1[C:14]([Cl:13])=[N:15][C:16]([Cl:24])=[CH:17][C:18]=1[C:20]([F:21])([F:22])[F:23])[OH:30]. The catalyst class is: 30. (6) Reactant: [OH:1][C:2]12[CH2:11][CH:6]3[CH2:7][CH:8]([CH2:10][CH:4]([CH:5]3[NH:12][C:13]([N:15]3[CH2:20][CH2:19][CH2:18][C@H:17]([CH3:21])[CH2:16]3)=[O:14])[CH2:3]1)[CH2:9]2.[C:22](Cl)(=[O:24])[CH3:23].N1C=CC=CC=1.C([O-])(O)=O.[Na+]. Product: [CH3:21][C@H:17]1[CH2:18][CH2:19][CH2:20][N:15]([C:13]([NH:12][CH:5]2[CH:4]3[CH2:3][C:2]4([O:1][C:22](=[O:24])[CH3:23])[CH2:9][CH:8]([CH2:7][CH:6]2[CH2:11]4)[CH2:10]3)=[O:14])[CH2:16]1. The catalyst class is: 2. (7) Reactant: [F:1][C:2]([F:27])([F:26])[C:3]1[CH:4]=[CH:5][C:6]([O:9][C:10]2[CH:11]=[C:12]([CH:16]=[C:17]3[CH2:22][CH2:21][CH:20]([C:23](O)=[O:24])[CH2:19][CH2:18]3)[CH:13]=[CH:14][CH:15]=2)=[N:7][CH:8]=1.C(Cl)(=O)C([Cl:31])=O.[NH2:34][C:35]1[CH:36]=[N:37][CH:38]=[CH:39][CH:40]=1.C(N(CC)CC)C. Product: [ClH:31].[N:37]1[CH:38]=[CH:39][CH:40]=[C:35]([NH:34][C:23]([CH:20]2[CH2:19][CH2:18][C:17](=[CH:16][C:12]3[CH:13]=[CH:14][CH:15]=[C:10]([O:9][C:6]4[CH:5]=[CH:4][C:3]([C:2]([F:27])([F:1])[F:26])=[CH:8][N:7]=4)[CH:11]=3)[CH2:22][CH2:21]2)=[O:24])[CH:36]=1. The catalyst class is: 59.